Dataset: Catalyst prediction with 721,799 reactions and 888 catalyst types from USPTO. Task: Predict which catalyst facilitates the given reaction. (1) Reactant: [Br-].[C:2]1([CH3:23])[CH:7]=[C:6]([CH3:8])[CH:5]=[C:4]([CH3:9])[C:3]=1[N+:10]1[CH:14]=[CH:13][N:12]([CH2:15][CH2:16][CH2:17][CH2:18][CH2:19][CH2:20][CH2:21][CH3:22])[CH:11]=1.CO.[F:26][P-:27]([F:32])([F:31])([F:30])([F:29])[F:28].[NH4+]. Product: [F:26][P-:27]([F:32])([F:31])([F:30])([F:29])[F:28].[C:4]1([CH3:9])[CH:5]=[C:6]([CH3:8])[CH:7]=[C:2]([CH3:23])[C:3]=1[N+:10]1[CH:14]=[CH:13][N:12]([CH2:15][CH2:16][CH2:17][CH2:18][CH2:19][CH2:20][CH2:21][CH3:22])[CH:11]=1. The catalyst class is: 6. (2) Reactant: [C:1]1([CH2:7][O:8][C:9]2[CH:24]=[C:23]([C:25]([N:27]3[CH2:32][CH2:31][CH2:30][CH2:29][CH2:28]3)=[O:26])[C:22]([C:33]([F:36])([F:35])[F:34])=[CH:21][C:10]=2[C:11]([O:13]CC2C=CC=CC=2)=[O:12])[CH:6]=[CH:5][CH:4]=[CH:3][CH:2]=1.[Li+].[OH-].O.Cl. Product: [C:1]1([CH2:7][O:8][C:9]2[CH:24]=[C:23]([C:25]([N:27]3[CH2:28][CH2:29][CH2:30][CH2:31][CH2:32]3)=[O:26])[C:22]([C:33]([F:36])([F:34])[F:35])=[CH:21][C:10]=2[C:11]([OH:13])=[O:12])[CH:2]=[CH:3][CH:4]=[CH:5][CH:6]=1. The catalyst class is: 7. (3) Reactant: [I:1][C:2]1[CH:3]=[C:4]([CH:8]=[C:9]([C:11]([O:13][CH3:14])=[O:12])[CH:10]=1)[C:5]([OH:7])=O.C(N(CC)CC)C.[CH2:22]([NH:25][CH2:26][CH2:27][CH3:28])[CH2:23][CH3:24].[I-].ClC1C=CC=C[N+]=1C. Product: [CH2:22]([N:25]([CH2:26][CH2:27][CH3:28])[C:5]([C:4]1[CH:8]=[C:9]([CH:10]=[C:2]([I:1])[CH:3]=1)[C:11]([O:13][CH3:14])=[O:12])=[O:7])[CH2:23][CH3:24]. The catalyst class is: 2.